From a dataset of Full USPTO retrosynthesis dataset with 1.9M reactions from patents (1976-2016). Predict the reactants needed to synthesize the given product. (1) Given the product [F:43][C:41]1[CH:42]=[C:37]([CH:38]=[C:39]([F:44])[CH:40]=1)[CH2:36][C@H:22]([NH:21][C:15]([C:12]1[CH:13]=[C:14]2[C:9]([CH:8]=[CH:7][N:6]=[C:5]2[N:4]([CH2:1][CH2:2][CH3:3])[CH2:18][CH2:19][CH3:20])=[CH:10][CH:11]=1)=[O:17])[C@H:23]([OH:35])[CH2:24][NH:25][CH2:26][C:27]1[CH:32]=[CH:31][CH:30]=[C:29]([CH2:33][CH3:34])[CH:28]=1, predict the reactants needed to synthesize it. The reactants are: [CH2:1]([N:4]([CH2:18][CH2:19][CH3:20])[C:5]1[C:14]2[C:9](=[CH:10][CH:11]=[C:12]([C:15]([OH:17])=O)[CH:13]=2)[CH:8]=[CH:7][N:6]=1)[CH2:2][CH3:3].[NH2:21][C@@H:22]([CH2:36][C:37]1[CH:42]=[C:41]([F:43])[CH:40]=[C:39]([F:44])[CH:38]=1)[C@H:23]([OH:35])[CH2:24][NH:25][CH2:26][C:27]1[CH:32]=[CH:31][CH:30]=[C:29]([CH2:33][CH3:34])[CH:28]=1.C1C=CC2N(O)N=NC=2C=1.CCN(C(C)C)C(C)C.CN(C(ON1N=NC2C=CC=NC1=2)=[N+](C)C)C.F[P-](F)(F)(F)(F)F. (2) Given the product [F:1][C:2]1[C:7]([N:8]2[C:12]([S:13]([C:16]3[CH:21]=[CH:20][CH:19]=[CH:18][CH:17]=3)(=[O:15])=[O:14])=[CH:11][C:10]([CH:22]=[O:23])=[N:9]2)=[CH:6][CH:5]=[CH:4][N:3]=1, predict the reactants needed to synthesize it. The reactants are: [F:1][C:2]1[C:7]([N:8]2[C:12]([S:13]([C:16]3[CH:21]=[CH:20][CH:19]=[CH:18][CH:17]=3)(=[O:15])=[O:14])=[CH:11][C:10]([CH2:22][OH:23])=[N:9]2)=[CH:6][CH:5]=[CH:4][N:3]=1. (3) Given the product [Cl:1][C:2]1[CH:3]=[CH:4][C:5]([S:8]([N:11]([CH2:20][C:21]2[CH:29]=[CH:28][C:24]([C:25]([NH:38][C:39]3[CH:44]=[CH:43][CH:42]=[CH:41][CH:40]=3)=[O:26])=[C:23]([CH3:52])[CH:22]=2)[CH2:12][C:13]2[CH:14]=[CH:15][C:16]([F:19])=[CH:17][CH:18]=2)(=[O:9])=[O:10])=[CH:6][CH:7]=1, predict the reactants needed to synthesize it. The reactants are: [Cl:1][C:2]1[CH:7]=[CH:6][C:5]([S:8]([N:11]([CH2:20][C:21]2[CH:29]=[CH:28][C:24]([C:25](O)=[O:26])=[CH:23][CH:22]=2)[CH2:12][C:13]2[CH:18]=[CH:17][C:16]([F:19])=[CH:15][CH:14]=2)(=[O:10])=[O:9])=[CH:4][CH:3]=1.CN(C(O[N:38]1N=N[C:40]2[CH:41]=[CH:42][CH:43]=[CH:44][C:39]1=2)=[N+](C)C)C.[B-](F)(F)(F)F.[CH2:52](N(CC)CC)C.C(N)C1C=CC=CC=1. (4) Given the product [C:1]([C:5]1[CH:9]=[C:8]([NH:10][C:11]([NH:13][C@@H:14]2[C:23]3[C:18](=[CH:19][CH:20]=[CH:21][CH:22]=3)[C@H:17]([O:24][C:25]3[CH:26]=[CH:27][C:28]4[N:29]([C:31]([N:34]5[CH2:35][CH2:36][CH2:37][CH2:38][CH2:39]5)=[N:32][N:33]=4)[CH:30]=3)[CH2:16][CH2:15]2)=[O:12])[N:7]([C:40]2[CH:41]=[N:42][N:43]([CH2:45][CH2:46][OH:47])[CH:44]=2)[N:6]=1)([CH3:4])([CH3:2])[CH3:3], predict the reactants needed to synthesize it. The reactants are: [C:1]([C:5]1[CH:9]=[C:8]([NH:10][C:11]([NH:13][C@@H:14]2[C:23]3[C:18](=[CH:19][CH:20]=[CH:21][CH:22]=3)[C@H:17]([O:24][C:25]3[CH:26]=[CH:27][C:28]4[N:29]([C:31]([N:34]5[CH2:39][CH2:38][CH2:37][CH2:36][CH2:35]5)=[N:32][N:33]=4)[CH:30]=3)[CH2:16][CH2:15]2)=[O:12])[N:7]([C:40]2[CH:41]=[N:42][N:43]([CH2:45][CH2:46][O:47]C3CCCCO3)[CH:44]=2)[N:6]=1)([CH3:4])([CH3:3])[CH3:2].C1(C)C=CC(S([O-])(=O)=O)=CC=1.[NH+]1C=CC=CC=1.O.C([O-])(O)=O.[Na+]. (5) Given the product [CH:23]1([C:19]2[CH:20]=[C:21]([CH3:22])[C:16]([N:13]3[CH2:14][CH2:15][N:10]([C:8]([C:5]4[N:6]=[N:7][C:2]([N:26]5[CH2:30][CH2:29][CH2:28][C:27]5=[O:31])=[CH:3][CH:4]=4)=[O:9])[CH2:11][CH2:12]3)=[N:17][CH:18]=2)[CH2:25][CH2:24]1, predict the reactants needed to synthesize it. The reactants are: Cl[C:2]1[N:7]=[N:6][C:5]([C:8]([N:10]2[CH2:15][CH2:14][N:13]([C:16]3[C:21]([CH3:22])=[CH:20][C:19]([CH:23]4[CH2:25][CH2:24]4)=[CH:18][N:17]=3)[CH2:12][CH2:11]2)=[O:9])=[CH:4][CH:3]=1.[NH:26]1[CH2:30][CH2:29][CH2:28][C:27]1=[O:31].